Dataset: Peptide-MHC class II binding affinity with 134,281 pairs from IEDB. Task: Regression. Given a peptide amino acid sequence and an MHC pseudo amino acid sequence, predict their binding affinity value. This is MHC class II binding data. (1) The peptide sequence is ANPGLIIGALAG. The MHC is HLA-DQA10501-DQB10301 with pseudo-sequence HLA-DQA10501-DQB10301. The binding affinity (normalized) is 0.707. (2) The peptide sequence is NSVIQALTSLGLLYT. The MHC is DRB3_0101 with pseudo-sequence DRB3_0101. The binding affinity (normalized) is 0.0613.